From a dataset of Reaction yield outcomes from USPTO patents with 853,638 reactions. Predict the reaction yield, written as a fraction of the theoretical maximum amount of product (1.0 means a 100% yield; for example, 0.34 means a 34% yield). (1) The reactants are C(OC(=O)[NH:7][C:8]1[CH:12]=[C:11]([C:13]2[CH:18]=[CH:17][C:16]([CH3:19])=[CH:15][CH:14]=2)[N:10]([C:20]2[CH:25]=[C:24](C#N)[CH:23]=[CH:22][N:21]=2)[N:9]=1)(C)(C)C.[C:29]([OH:35])(C(F)(F)F)=[O:30]. No catalyst specified. The product is [NH2:7][C:8]1[CH:12]=[C:11]([C:13]2[CH:14]=[CH:15][C:16]([CH3:19])=[CH:17][CH:18]=2)[N:10]([C:20]2[CH:25]=[C:24]([C:29]([OH:35])=[O:30])[CH:23]=[CH:22][N:21]=2)[N:9]=1. The yield is 0.480. (2) The reactants are C[O:2][CH:3]1[CH:7]([CH:8]=O)[CH2:6][CH:5](OC)O1.[NH2:12][C:13]1[CH:14]=[N:15][C:16]([C:19]([F:22])([F:21])[F:20])=[CH:17][CH:18]=1. The catalyst is C(O)(=O)C. The product is [F:22][C:19]([F:20])([F:21])[C:16]1[N:15]=[CH:14][C:13]([N:12]2[CH:5]=[CH:6][C:7]([CH:3]=[O:2])=[CH:8]2)=[CH:18][CH:17]=1. The yield is 0.500. (3) The reactants are [C:1]([C:4]1[N:9]=[N:8][C:7]([NH:10][C@@H:11]2[CH2:16][CH2:15][CH2:14][CH2:13][C@@H:12]2[NH:17]C(=O)OC(C)(C)C)=[CH:6][C:5]=1[NH:25][C:26]1[CH:31]=[CH:30][CH:29]=[C:28]([O:32][CH2:33][CH3:34])[N:27]=1)(=[O:3])[NH2:2].FC(F)(F)C(O)=O. The catalyst is ClCCl. The product is [NH2:17][C@H:12]1[CH2:13][CH2:14][CH2:15][CH2:16][C@H:11]1[NH:10][C:7]1[N:8]=[N:9][C:4]([C:1]([NH2:2])=[O:3])=[C:5]([NH:25][C:26]2[CH:31]=[CH:30][CH:29]=[C:28]([O:32][CH2:33][CH3:34])[N:27]=2)[CH:6]=1. The yield is 0.660. (4) The reactants are C1COCC1.C([O-])([O-])=O.[Na+].[Na+].Cl[C:13]1[CH:18]=[C:17]([Cl:19])[N:16]=[C:15]([N:20]2[CH2:25][CH2:24][O:23][CH2:22][CH2:21]2)[N:14]=1.CC1(C)C(C)(C)OB([C:34]2[CH:35]=[CH:36][C:37]([NH2:40])=[N:38][CH:39]=2)O1. The catalyst is C1C=CC(P(C2C=CC=CC=2)[C-]2C=CC=C2)=CC=1.C1C=CC(P(C2C=CC=CC=2)[C-]2C=CC=C2)=CC=1.Cl[Pd]Cl.[Fe+2].O.CCOC(C)=O. The product is [Cl:19][C:17]1[N:16]=[C:15]([N:20]2[CH2:25][CH2:24][O:23][CH2:22][CH2:21]2)[N:14]=[C:13]([C:34]2[CH:35]=[CH:36][C:37]([NH2:40])=[N:38][CH:39]=2)[CH:18]=1. The yield is 0.440. (5) The reactants are [CH3:1][C@H:2]1[NH:7][CH2:6][CH2:5][N:4]([C:8]2[CH:13]=[CH:12][C:11]([S:14]([NH:17][C:18]3[S:22][N:21]=[CH:20][N:19]=3)(=[O:16])=[O:15])=[CH:10][CH:9]=2)[CH2:3]1.[Cl:23][C:24]1[CH:25]=[CH:26][CH:27]=[C:28]2[C:32]=1[N:31]([CH2:33][C:34](O)=[O:35])[CH:30]=[CH:29]2.CN(C(ON1N=NC2C=CC=NC1=2)=[N+](C)C)C.F[P-](F)(F)(F)(F)F.C(=O)(O)[O-].[Na+].Cl.S1C(N)=NC=N1. No catalyst specified. The product is [Cl:23][C:24]1[CH:25]=[CH:26][CH:27]=[C:28]2[C:32]=1[N:31]([CH2:33][C:34]([N:7]1[CH2:6][CH2:5][N:4]([C:8]3[CH:13]=[CH:12][C:11]([S:14]([NH:17][C:18]4[S:22][N:21]=[CH:20][N:19]=4)(=[O:16])=[O:15])=[CH:10][CH:9]=3)[CH2:3][C@H:2]1[CH3:1])=[O:35])[CH:30]=[CH:29]2. The yield is 0.360.